This data is from Full USPTO retrosynthesis dataset with 1.9M reactions from patents (1976-2016). The task is: Predict the reactants needed to synthesize the given product. (1) Given the product [C:1]([O:5][C:6](=[O:23])[NH:7][CH2:8][CH:9]1[CH2:14][CH2:13][CH2:12][N:11]([C:15]2[C:20]([C:28]3[CH:27]=[N:26][N:25]([CH3:24])[CH:29]=3)=[CH:19][N:18]=[C:17]([Cl:22])[N:16]=2)[CH2:10]1)([CH3:4])([CH3:3])[CH3:2], predict the reactants needed to synthesize it. The reactants are: [C:1]([O:5][C:6](=[O:23])[NH:7][CH2:8][CH:9]1[CH2:14][CH2:13][CH2:12][N:11]([C:15]2[C:20](Br)=[CH:19][N:18]=[C:17]([Cl:22])[N:16]=2)[CH2:10]1)([CH3:4])([CH3:3])[CH3:2].[CH3:24][N:25]1[CH:29]=[C:28](B2OC(C)(C)C(C)(C)O2)[CH:27]=[N:26]1.P([O-])([O-])([O-])=O.[K+].[K+].[K+].C(Cl)Cl.CC1CCCO1. (2) The reactants are: [C:1]([O:5][C:6]([N:8]1[CH2:11][C:10]([C:13]2[CH:18]=[CH:17][C:16]([C:19](=O)[CH2:20][C:21]([C:30]3[CH:35]=[C:34]([Cl:36])[CH:33]=[C:32]([Cl:37])[CH:31]=3)([CH2:26][N+:27]([O-])=O)[C:22]([F:25])([F:24])[F:23])=[CH:15][CH:14]=2)([F:12])[CH2:9]1)=[O:7])([CH3:4])([CH3:3])[CH3:2]. Given the product [C:1]([O:5][C:6]([N:8]1[CH2:11][C:10]([C:13]2[CH:18]=[CH:17][C:16]([C:19]3[CH2:20][C:21]([C:30]4[CH:35]=[C:34]([Cl:36])[CH:33]=[C:32]([Cl:37])[CH:31]=4)([C:22]([F:25])([F:24])[F:23])[CH2:26][N:27]=3)=[CH:15][CH:14]=2)([F:12])[CH2:9]1)=[O:7])([CH3:4])([CH3:3])[CH3:2], predict the reactants needed to synthesize it.